This data is from Full USPTO retrosynthesis dataset with 1.9M reactions from patents (1976-2016). The task is: Predict the reactants needed to synthesize the given product. Given the product [CH3:29][O:28][N:30]=[C:8]([C:5]1[CH:6]=[CH:7][C:2]([F:1])=[CH:3][CH:4]=1)[C:10]1[N:19]=[C:18]([NH:20][C:21]2[CH:25]=[C:24]([CH3:26])[NH:23][N:22]=2)[C:17]2[C:12](=[CH:13][CH:14]=[CH:15][CH:16]=2)[N:11]=1, predict the reactants needed to synthesize it. The reactants are: [F:1][C:2]1[CH:7]=[CH:6][C:5]([C:8]([C:10]2[N:19]=[C:18]([NH:20][C:21]3[CH:25]=[C:24]([CH3:26])[NH:23][N:22]=3)[C:17]3[C:12](=[CH:13][CH:14]=[CH:15][CH:16]=3)[N:11]=2)=O)=[CH:4][CH:3]=1.Cl.[O:28]([NH2:30])[CH3:29].O.